This data is from Reaction yield outcomes from USPTO patents with 853,638 reactions. The task is: Predict the reaction yield, written as a fraction of the theoretical maximum amount of product (1.0 means a 100% yield; for example, 0.34 means a 34% yield). (1) The reactants are [F:1][C:2]([F:34])([F:33])[C:3]1[CH:4]=[C:5]([CH:13]=[CH:14][C:15]([NH:17][C@H:18]([C:29]([O:31]C)=[O:30])[CH2:19][C:20]2[C:28]3[C:23](=[CH:24][CH:25]=[CH:26][CH:27]=3)[NH:22][CH:21]=2)=[O:16])[CH:6]=[C:7]([C:9]([F:12])([F:11])[F:10])[CH:8]=1.[OH-].[Na+]. The catalyst is CO. The product is [F:11][C:9]([F:10])([F:12])[C:7]1[CH:6]=[C:5]([CH:13]=[CH:14][C:15]([NH:17][C@H:18]([C:29]([OH:31])=[O:30])[CH2:19][C:20]2[C:28]3[C:23](=[CH:24][CH:25]=[CH:26][CH:27]=3)[NH:22][CH:21]=2)=[O:16])[CH:4]=[C:3]([C:2]([F:34])([F:1])[F:33])[CH:8]=1. The yield is 0.830. (2) The reactants are [NH2:1][C:2]1[CH:7]=[CH:6][C:5]([C:8]2[N:9]([CH:20]3[CH2:23][CH2:22][CH2:21]3)[C:10]3[C:15]([C:16]=2[C:17]#[N:18])=[CH:14][CH:13]=[C:12]([OH:19])[CH:11]=3)=[CH:4][CH:3]=1.Cl[C:25]([O:27][C:28]1[CH:33]=[CH:32][C:31]([N+]([O-])=O)=C[CH:29]=1)=[O:26].C1(C(C)O)CC1. The catalyst is N1C=CC=CC=1.Cl. The product is [CH:33]1([CH:28]([O:27][C:25](=[O:26])[NH:1][C:2]2[CH:7]=[CH:6][C:5]([C:8]3[N:9]([CH:20]4[CH2:21][CH2:22][CH2:23]4)[C:10]4[C:15]([C:16]=3[C:17]#[N:18])=[CH:14][CH:13]=[C:12]([OH:19])[CH:11]=4)=[CH:4][CH:3]=2)[CH3:29])[CH2:32][CH2:31]1. The yield is 0.800. (3) The reactants are [CH3:1][O:2][C:3](=[O:12])[C:4]1[CH:9]=[CH:8][CH:7]=[C:6]([OH:10])[C:5]=1[OH:11].[C:13](=O)([O-])[O-].[K+].[K+].[CH2:19](Br)[CH:20]=[CH2:21].[C:23](#N)[CH3:24]. The catalyst is C(OCC)(=O)C. The product is [CH3:1][O:2][C:3](=[O:12])[C:4]1[CH:9]=[CH:8][CH:7]=[C:6]([O:10][CH2:19][CH:20]=[CH2:21])[C:5]=1[O:11][CH2:13][CH:23]=[CH2:24]. The yield is 0.820. (4) The reactants are Cl[CH2:2]Cl.[Cl:4][C:5]1[N:6]=[C:7]([C:12]([NH:14][C@H:15]2[CH2:20][CH2:19][N:18]([C:21]3[S:22][C:23]([C:27](O)=[O:28])=[C:24]([CH3:26])[N:25]=3)[CH2:17][C@H:16]2[O:30][CH3:31])=[O:13])[NH:8][C:9]=1[CH2:10][CH3:11].CCN=C=NC[CH2:38][CH2:39][N:40]([CH3:42])[CH3:41].Cl.C1C=CC2N(O)N=[N:50][C:48]=2C=1. The catalyst is C(OCC)(=O)C.C(=O)(O)[O-].[Na+].CC(N(C)C)=O. The product is [Cl:4][C:5]1[N:6]=[C:7]([C:12]([NH:14][C@H:15]2[CH2:20][CH2:19][N:18]([C:21]3[S:22][C:23]([C:27]([NH:50][CH2:48][CH2:42][N:40]([CH2:39][CH3:38])[CH2:41][CH3:2])=[O:28])=[C:24]([CH3:26])[N:25]=3)[CH2:17][C@H:16]2[O:30][CH3:31])=[O:13])[NH:8][C:9]=1[CH2:10][CH3:11]. The yield is 0.440. (5) The reactants are Br[C:2]1[CH:19]=[CH:18][C:5]([C:6]([NH:8][CH2:9][CH2:10][C:11]2[CH:16]=[CH:15][C:14]([Cl:17])=[CH:13][CH:12]=2)=[O:7])=[CH:4][C:3]=1[CH3:20].[Cl:21][C:22]1[CH:23]=[C:24]2[C:29](=[CH:30][C:31]=1[OH:32])[O:28][CH2:27][CH2:26][CH:25]2[C:33]([O:35][CH2:36][CH3:37])=[O:34].CN(C)CC(O)=O.C(=O)([O-])[O-].[Cs+].[Cs+]. The catalyst is O1CCOCC1.[Cu]Cl. The product is [Cl:21][C:22]1[CH:23]=[C:24]2[C:29](=[CH:30][C:31]=1[O:32][C:2]1[CH:19]=[CH:18][C:5]([C:6](=[O:7])[NH:8][CH2:9][CH2:10][C:11]3[CH:16]=[CH:15][C:14]([Cl:17])=[CH:13][CH:12]=3)=[CH:4][C:3]=1[CH3:20])[O:28][CH2:27][CH2:26][CH:25]2[C:33]([O:35][CH2:36][CH3:37])=[O:34]. The yield is 0.210. (6) The reactants are CS(O[CH2:6][CH2:7][C:8]1[CH:13]=[CH:12][C:11]([C:14]2[CH:19]=[CH:18][CH:17]=[C:16]([N:20]3[C:25]4[N:26]=[CH:27][C:28]([F:30])=[CH:29][C:24]=4[C:23](=[O:31])[N:22]([C@H:32]4[CH2:37][CH2:36][C@@H:35]([NH:38][C:39]([C:41]5[N:42]=[C:43]6[CH:48]=[CH:47][C:46]([F:49])=[CH:45][N:44]6[CH:50]=5)=[O:40])[CH2:34][CH2:33]4)[C:21]3=[O:51])[CH:15]=2)=[CH:10][CH:9]=1)(=O)=O.[CH:52]([NH2:55])([CH3:54])[CH3:53].C(=O)([O-])[O-].[K+].[K+].O. The catalyst is C(#N)C. The product is [F:49][C:46]1[CH:47]=[CH:48][C:43]2[N:44]([CH:50]=[C:41]([C:39]([NH:38][C@H:35]3[CH2:36][CH2:37][C@@H:32]([N:22]4[C:23](=[O:31])[C:24]5[CH:29]=[C:28]([F:30])[CH:27]=[N:26][C:25]=5[N:20]([C:16]5[CH:15]=[C:14]([C:11]6[CH:12]=[CH:13][C:8]([CH2:7][CH2:6][NH:55][CH:52]([CH3:54])[CH3:53])=[CH:9][CH:10]=6)[CH:19]=[CH:18][CH:17]=5)[C:21]4=[O:51])[CH2:33][CH2:34]3)=[O:40])[N:42]=2)[CH:45]=1. The yield is 0.180. (7) The reactants are [ClH:1].[CH2:2]([O:4][C:5](=[O:21])/[CH:6]=[CH:7]/[CH:8]1[CH2:13][CH2:12][N:11](C(OC(C)(C)C)=O)[CH2:10][CH2:9]1)[CH3:3]. The catalyst is O1CCOCC1. The product is [ClH:1].[NH:11]1[CH2:12][CH2:13][CH:8](/[CH:7]=[CH:6]/[C:5]([O:4][CH2:2][CH3:3])=[O:21])[CH2:9][CH2:10]1. The yield is 0.960. (8) The reactants are [CH3:1][O:2][CH:3]([O:19][CH3:20])[C@@:4]1([CH3:18])[C@@H:9]2[O:10][C@@H:8]2[C:7]2[CH:11]=[C:12]([N+:15]([O-:17])=[O:16])[CH:13]=[CH:14][C:6]=2[O:5]1.[Br:21][C:22]1[CH:27]=[CH:26][C:25]([NH:28][CH2:29][C:30]2[NH:31][CH:32]=[CH:33][N:34]=2)=[CH:24][CH:23]=1. No catalyst specified. The product is [CH3:1][O:2][CH:3]([O:19][CH3:20])[C@@:4]1([CH3:18])[C@H:9]([OH:10])[C@@H:8]([N:28]([C:25]2[CH:26]=[CH:27][C:22]([Br:21])=[CH:23][CH:24]=2)[CH2:29][C:30]2[NH:31][CH:32]=[CH:33][N:34]=2)[C:7]2[CH:11]=[C:12]([N+:15]([O-:17])=[O:16])[CH:13]=[CH:14][C:6]=2[O:5]1. The yield is 0.600. (9) The reactants are [N:1]1[CH:9]=[C:8]2[C:4]([N:5]([CH2:10][C:11]3[CH:22]=[CH:21][C:14]4[N:15]=[C:16](S(C)=O)[S:17][C:13]=4[CH:12]=3)[CH:6]=[N:7]2)=[N:3][CH:2]=1.[NH2:23][C@@H:24]1[C:32]2[C:27](=[CH:28][CH:29]=[CH:30][CH:31]=2)[CH2:26][C@H:25]1[OH:33].CCN(C(C)C)C(C)C. The catalyst is CN1C(=O)CCC1. The product is [N:1]1[CH:9]=[C:8]2[C:4]([N:5]([CH2:10][C:11]3[CH:22]=[CH:21][C:14]4[N:15]=[C:16]([NH:23][C@@H:24]5[C:32]6[C:27](=[CH:28][CH:29]=[CH:30][CH:31]=6)[CH2:26][C@H:25]5[OH:33])[S:17][C:13]=4[CH:12]=3)[CH:6]=[N:7]2)=[N:3][CH:2]=1. The yield is 0.210.